This data is from Full USPTO retrosynthesis dataset with 1.9M reactions from patents (1976-2016). The task is: Predict the reactants needed to synthesize the given product. (1) Given the product [C:9]([O:8][CH2:7][CH:6]([N:15]([CH3:14])[CH2:16][C:17]([O:19][C:20]([CH3:23])([CH3:22])[CH3:21])=[O:18])[CH2:5][O:4][C:1](=[O:3])[CH3:2])(=[O:11])[CH3:10], predict the reactants needed to synthesize it. The reactants are: [C:1]([O:4][CH2:5][C:6](=O)[CH2:7][O:8][C:9](=[O:11])[CH3:10])(=[O:3])[CH3:2].Cl.[CH3:14][NH:15][CH2:16][C:17]([O:19][C:20]([CH3:23])([CH3:22])[CH3:21])=[O:18].C(O[BH-](OC(=O)C)OC(=O)C)(=O)C.[Na+].CCCCCCC. (2) Given the product [Cl:1][C:2]1[CH:7]=[CH:6][C:5]([C:8]2([NH:11][C:12]3[N:17]=[C:16]([O:18][CH2:19][C:20]([F:21])([F:22])[F:23])[N:15]=[C:14]([NH:24][C:25]4[CH:51]=[CH:50][C:28]([C:29]([NH:31][CH:32]([CH:37]5[CH2:42][CH2:41][CH2:40][NH:39][CH2:38]5)[C:33]([O:35][CH3:36])=[O:34])=[O:30])=[CH:27][CH:26]=4)[N:13]=3)[CH2:10][CH2:9]2)=[CH:4][CH:3]=1, predict the reactants needed to synthesize it. The reactants are: [Cl:1][C:2]1[CH:7]=[CH:6][C:5]([C:8]2([NH:11][C:12]3[N:17]=[C:16]([O:18][CH2:19][C:20]([F:23])([F:22])[F:21])[N:15]=[C:14]([NH:24][C:25]4[CH:51]=[CH:50][C:28]([C:29]([NH:31][CH:32]([CH:37]5[CH2:42][CH2:41][CH2:40][N:39](C(OC(C)(C)C)=O)[CH2:38]5)[C:33]([O:35][CH3:36])=[O:34])=[O:30])=[CH:27][CH:26]=4)[N:13]=3)[CH2:10][CH2:9]2)=[CH:4][CH:3]=1.C(O)(C(F)(F)F)=O. (3) Given the product [Cl:1][C:2]1[CH:3]=[CH:4][C:5]([C:27]#[N:28])=[C:6]([C:8]2[C:13]([O:14][CH3:15])=[CH:12][N:11]([CH:16]([CH2:20][C:21]3[N:22]=[CH:23][O:24][CH:25]=3)[C:17]([NH:38][C:36]3[CH:35]=[CH:34][C:33]4[N:32]([CH:31]=[CH:30][N:29]=4)[CH:37]=3)=[O:18])[C:10](=[O:26])[CH:9]=2)[CH:7]=1, predict the reactants needed to synthesize it. The reactants are: [Cl:1][C:2]1[CH:3]=[CH:4][C:5]([C:27]#[N:28])=[C:6]([C:8]2[C:13]([O:14][CH3:15])=[CH:12][N:11]([CH:16]([CH2:20][C:21]3[N:22]=[CH:23][O:24][CH:25]=3)[C:17](O)=[O:18])[C:10](=[O:26])[CH:9]=2)[CH:7]=1.[N:29]1[CH:30]=[CH:31][N:32]2[CH:37]=[C:36]([NH2:38])[CH:35]=[CH:34][C:33]=12. (4) Given the product [C:42]([O:41][C:39]([CH:27]1[CH2:28][CH:29]([O:10][C:8]2[CH:7]=[CH:6][C:3]([C:4]#[N:5])=[C:2]([Cl:1])[CH:9]=2)[CH2:24]1)=[O:40])([CH3:43])([CH3:44])[CH3:45], predict the reactants needed to synthesize it. The reactants are: [Cl:1][C:2]1[CH:9]=[C:8]([OH:10])[CH:7]=[CH:6][C:3]=1[C:4]#[N:5].[CH:28]1[CH:27]=CC(P([C:24]2[CH:29]=[CH:28][CH:27]=CC=2)[C:28]2[CH:27]=CC=[CH:24][CH:29]=2)=[CH:24][CH:29]=1.N([C:39]([O:41][C:42]([CH3:45])([CH3:44])[CH3:43])=[O:40])=N[C:39]([O:41][C:42]([CH3:45])([CH3:44])[CH3:43])=[O:40]. (5) Given the product [F:1][C:2]1[CH:7]=[C:6]([S:8]([CH3:11])(=[O:9])=[O:10])[CH:5]=[CH:4][C:3]=1[NH:12][C:13]1[C:14]2[N:21]([S:38]([CH3:37])(=[O:40])=[O:39])[CH:20]=[C:19]([CH:22]3[CH2:23][CH2:24][N:25]([C:28]([O:30][C:31]([CH3:34])([CH3:33])[CH3:32])=[O:29])[CH2:26][CH2:27]3)[C:15]=2[N:16]=[CH:17][N:18]=1, predict the reactants needed to synthesize it. The reactants are: [F:1][C:2]1[CH:7]=[C:6]([S:8]([CH3:11])(=[O:10])=[O:9])[CH:5]=[CH:4][C:3]=1[NH:12][C:13]1[C:14]2[NH:21][CH:20]=[C:19]([CH:22]3[CH2:27][CH2:26][N:25]([C:28]([O:30][C:31]([CH3:34])([CH3:33])[CH3:32])=[O:29])[CH2:24][CH2:23]3)[C:15]=2[N:16]=[CH:17][N:18]=1.[H-].[Na+].[CH3:37][S:38](Cl)(=[O:40])=[O:39]. (6) Given the product [C:1]([O:5][C:6]([N:8]1[CH2:13][CH2:12][N:11]2[C:14]([CH3:18])=[N:15][C:16]([Cl:31])=[C:10]2[CH:9]1[CH2:19][CH2:20][C:21]1[CH:26]=[C:25]([F:27])[C:24]([CH3:28])=[C:23]([F:29])[CH:22]=1)=[O:7])([CH3:4])([CH3:3])[CH3:2], predict the reactants needed to synthesize it. The reactants are: [C:1]([O:5][C:6]([N:8]1[CH2:13][CH2:12][N:11]2[C:14]([CH3:18])=[N:15][C:16](I)=[C:10]2[CH:9]1[CH2:19][CH2:20][C:21]1[CH:26]=[C:25]([F:27])[C:24]([CH3:28])=[C:23]([F:29])[CH:22]=1)=[O:7])([CH3:4])([CH3:3])[CH3:2].C(Cl)[Cl:31].CO. (7) Given the product [NH2:9][C:6]1[CH:5]=[CH:4][N:3]=[C:2]([C:17]#[N:18])[C:7]=1[F:8], predict the reactants needed to synthesize it. The reactants are: Cl[C:2]1[C:7]([F:8])=[C:6]([NH:9]C(=O)OC(C)(C)C)[CH:5]=[CH:4][N:3]=1.[CH3:17][N:18](C=O)C.